From a dataset of Catalyst prediction with 721,799 reactions and 888 catalyst types from USPTO. Predict which catalyst facilitates the given reaction. (1) Reactant: [NH2:1][C:2]1[CH:3]=[CH:4][C:5]([C:8]([O:10][CH3:11])=[O:9])=[N:6][CH:7]=1.C1(P(C2C=CC=CC=2)C2C=CC=CC=2)C=CC=CC=1.[C:31]([OH:36])(=[O:35])[C:32]([CH3:34])=O.C(N(CC)CC)C. Product: [CH3:11][O:10][C:8]([C:5]1[N:6]=[C:7]2[CH:34]=[C:32]([C:31]([OH:36])=[O:35])[NH:1][C:2]2=[CH:3][CH:4]=1)=[O:9]. The catalyst class is: 274. (2) Reactant: C([O:3][C:4](=O)[C:5]([O:8][CH2:9][CH:10]=[CH2:11])([CH3:7])[CH3:6])C.[BH4-].[Li+].[Cl-].[NH4+].Cl. Product: [CH2:9]([O:8][C:5]([CH3:7])([CH3:6])[CH2:4][OH:3])[CH:10]=[CH2:11]. The catalyst class is: 7. (3) Product: [OH:25][CH2:22][C:10]1[NH:9][C:6]2[C:7]([CH:11]=1)=[CH:8][C:3]([CH:1]=[O:2])=[CH:4][CH:5]=2. The catalyst class is: 538. Reactant: [CH:1]([C:3]1[CH:8]=[CH:7][C:6]([NH:9][C:10](=O)[CH3:11])=[C:5](I)[CH:4]=1)=[O:2].CN(C)C(N(C)C)=N.[CH2:22]([OH:25])C#C. (4) Reactant: C[O:2][C:3](=[O:24])[CH2:4][CH2:5][C:6]([C:8]1[CH:13]=[CH:12][C:11]([C:14]2[CH:19]=[CH:18][C:17]([O:20][CH3:21])=[CH:16][CH:15]=2)=[CH:10][C:9]=1[CH2:22][CH3:23])=[O:7].[OH-].[Na+].CC#N. Product: [CH3:21][O:20][C:17]1[CH:16]=[CH:15][C:14]([C:11]2[CH:12]=[CH:13][C:8]([C:6](=[O:7])[CH2:5][CH2:4][C:3]([OH:24])=[O:2])=[C:9]([CH2:22][CH3:23])[CH:10]=2)=[CH:19][CH:18]=1. The catalyst class is: 20. (5) Reactant: F[B-](F)(F)F.C(N([S+](F)[F:12])CC)C.[CH:14]1([N:17]2[C:25]3[CH:24]=[CH:23][N:22]=[CH:21][C:20]=3[N:19]([CH2:26][C:27]3[N:28]=[C:29]4[CH:34]=[N:33][CH:32]=[CH:31][N:30]4[C:35]=3[CH2:36][CH2:37][CH2:38][CH2:39]O)[C:18]2=[O:41])[CH2:16][CH2:15]1.F.F.F.C(N(CC)CC)C.C([O-])(O)=O.[Na+]. Product: [CH:14]1([N:17]2[C:25]3[CH:24]=[CH:23][N:22]=[CH:21][C:20]=3[N:19]([CH2:26][C:27]3[N:28]=[C:29]4[CH:34]=[N:33][CH:32]=[CH:31][N:30]4[C:35]=3[CH2:36][CH2:37][CH2:38][CH2:39][F:12])[C:18]2=[O:41])[CH2:16][CH2:15]1. The catalyst class is: 2. (6) Reactant: [Cl:1][C:2]1[CH:7]=[CH:6][N:5]([C:8]2[CH:13]=[CH:12][CH:11]=[CH:10][C:9]=2[Cl:14])[C:4](=[O:15])[C:3]=1[CH:16]=O.Cl.[NH2:19][OH:20].C([O-])(=O)C.[Na+]. Product: [Cl:1][C:2]1[CH:7]=[CH:6][N:5]([C:8]2[CH:13]=[CH:12][CH:11]=[CH:10][C:9]=2[Cl:14])[C:4](=[O:15])[C:3]=1[CH:16]=[N:19][OH:20]. The catalyst class is: 24. (7) Reactant: [C:1]([N:4]1[C:13]2[C:8](=[CH:9][C:10]([CH:14]3[CH2:19][CH2:18][N:17](C(OC(C)(C)C)=O)[CH2:16][CH2:15]3)=[CH:11][CH:12]=2)[C@H:7]([NH:27][C:28]2[CH:33]=[N:32][C:31]([CH3:34])=[CH:30][N:29]=2)[C@@H:6]([CH3:35])[C@@H:5]1[CH3:36])(=[O:3])[CH3:2].[ClH:37]. Product: [ClH:37].[CH3:36][C@H:5]1[C@H:6]([CH3:35])[C@@H:7]([NH:27][C:28]2[CH:33]=[N:32][C:31]([CH3:34])=[CH:30][N:29]=2)[C:8]2[C:13](=[CH:12][CH:11]=[C:10]([CH:14]3[CH2:15][CH2:16][NH:17][CH2:18][CH2:19]3)[CH:9]=2)[N:4]1[C:1](=[O:3])[CH3:2]. The catalyst class is: 12.